Dataset: Full USPTO retrosynthesis dataset with 1.9M reactions from patents (1976-2016). Task: Predict the reactants needed to synthesize the given product. Given the product [CH3:3][C:2]([C:19]1[N:23]([CH3:24])[C:22]([C:25]2[CH:30]=[CH:29][CH:28]=[CH:27][C:26]=2[C:31]([F:33])([F:34])[F:32])=[N:21][N:20]=1)([O:4][C:5]1[CH:10]=[CH:9][C:8]([C:11]2[O:15][N:14]=[CH:13][N:12]=2)=[CH:7][CH:6]=1)[CH3:1], predict the reactants needed to synthesize it. The reactants are: [CH3:1][C:2]([C:19]1[N:23]([CH3:24])[C:22]([C:25]2[CH:30]=[CH:29][CH:28]=[CH:27][C:26]=2[C:31]([F:34])([F:33])[F:32])=[N:21][N:20]=1)([O:4][C:5]1[CH:10]=[CH:9][C:8]([C:11]2[O:15][N:14]=[C:13](C(O)=O)[N:12]=2)=[CH:7][CH:6]=1)[CH3:3].O.